Dataset: NCI-60 drug combinations with 297,098 pairs across 59 cell lines. Task: Regression. Given two drug SMILES strings and cell line genomic features, predict the synergy score measuring deviation from expected non-interaction effect. (1) Drug 1: C1CCN(CC1)CCOC2=CC=C(C=C2)C(=O)C3=C(SC4=C3C=CC(=C4)O)C5=CC=C(C=C5)O. Drug 2: CC1=C(C(=CC=C1)Cl)NC(=O)C2=CN=C(S2)NC3=CC(=NC(=N3)C)N4CCN(CC4)CCO. Cell line: HT29. Synergy scores: CSS=11.5, Synergy_ZIP=-0.495, Synergy_Bliss=3.73, Synergy_Loewe=-21.6, Synergy_HSA=-2.98. (2) Drug 1: C1=CC=C(C=C1)NC(=O)CCCCCCC(=O)NO. Drug 2: CC1C(C(CC(O1)OC2CC(CC3=C2C(=C4C(=C3O)C(=O)C5=CC=CC=C5C4=O)O)(C(=O)C)O)N)O. Cell line: HOP-62. Synergy scores: CSS=53.2, Synergy_ZIP=0.856, Synergy_Bliss=4.45, Synergy_Loewe=-8.83, Synergy_HSA=6.59. (3) Drug 1: CC1=C2C(C(=O)C3(C(CC4C(C3C(C(C2(C)C)(CC1OC(=O)C(C(C5=CC=CC=C5)NC(=O)OC(C)(C)C)O)O)OC(=O)C6=CC=CC=C6)(CO4)OC(=O)C)O)C)O. Drug 2: CC=C1C(=O)NC(C(=O)OC2CC(=O)NC(C(=O)NC(CSSCCC=C2)C(=O)N1)C(C)C)C(C)C. Cell line: PC-3. Synergy scores: CSS=23.3, Synergy_ZIP=2.12, Synergy_Bliss=2.32, Synergy_Loewe=-6.41, Synergy_HSA=1.51. (4) Drug 1: CC1OCC2C(O1)C(C(C(O2)OC3C4COC(=O)C4C(C5=CC6=C(C=C35)OCO6)C7=CC(=C(C(=C7)OC)O)OC)O)O. Drug 2: CCC(=C(C1=CC=CC=C1)C2=CC=C(C=C2)OCCN(C)C)C3=CC=CC=C3.C(C(=O)O)C(CC(=O)O)(C(=O)O)O. Cell line: KM12. Synergy scores: CSS=22.4, Synergy_ZIP=-6.88, Synergy_Bliss=-1.61, Synergy_Loewe=5.89, Synergy_HSA=6.34.